This data is from Reaction yield outcomes from USPTO patents with 853,638 reactions. The task is: Predict the reaction yield, written as a fraction of the theoretical maximum amount of product (1.0 means a 100% yield; for example, 0.34 means a 34% yield). (1) The reactants are CN(C(O[N:9]1[N:17]=[N:16][C:11]2[CH:12]=[CH:13]C=N[C:10]1=2)=[N+](C)C)C.F[P-](F)(F)(F)(F)F.[Cl:25][C:26]1[CH:48]=[CH:47][C:46]([C:49]2[C:54]([F:55])=[CH:53][CH:52]=[CH:51][N:50]=2)=[CH:45][C:27]=1[C:28]([NH:30][C:31]1[N:35]([C:36]2[CH:41]=[CH:40][CH:39]=[CH:38][CH:37]=2)[N:34]=[C:33]([C:42](O)=[O:43])[CH:32]=1)=[O:29].CCN(C(C)C)C(C)C.CC1C(N)=CNN=1. The catalyst is CN(C=O)C.CCOC(C)=O. The product is [Cl:25][C:26]1[CH:48]=[CH:47][C:46]([C:49]2[C:54]([F:55])=[CH:53][CH:52]=[CH:51][N:50]=2)=[CH:45][C:27]=1[C:28]([NH:30][C:31]1[N:35]([C:36]2[CH:37]=[CH:38][CH:39]=[CH:40][CH:41]=2)[N:34]=[C:33]([C:42]([NH:16][C:11]2[C:12]([CH3:13])=[N:17][NH:9][CH:10]=2)=[O:43])[CH:32]=1)=[O:29]. The yield is 0.290. (2) The reactants are [NH2:1][C@@H:2]1[C:11]2[C:6](=[CH:7][CH:8]=[CH:9][CH:10]=2)[C@H:5]([OH:12])[CH2:4][CH2:3]1.[Na+].[I-].F[C:16]1[CH:17]=[CH:18][C:19]2[N:20]([C:22]([N:25]3[CH2:30][CH2:29][N:28]([CH2:31][CH2:32][O:33][Si:34]([CH:41]([CH3:43])[CH3:42])([CH:38]([CH3:40])[CH3:39])[CH:35]([CH3:37])[CH3:36])[CH2:27][CH2:26]3)=[N:23][N:24]=2)[CH:21]=1. The catalyst is CN(C=O)C.O. The product is [CH:41]([Si:34]([CH:35]([CH3:37])[CH3:36])([CH:38]([CH3:40])[CH3:39])[O:33][CH2:32][CH2:31][N:28]1[CH2:27][CH2:26][N:25]([C:22]2[N:20]3[CH:21]=[C:16]([O:12][C@H:5]4[C:6]5[C:11](=[CH:10][CH:9]=[CH:8][CH:7]=5)[C@@H:2]([NH2:1])[CH2:3][CH2:4]4)[CH:17]=[CH:18][C:19]3=[N:24][N:23]=2)[CH2:30][CH2:29]1)([CH3:42])[CH3:43]. The yield is 0.680. (3) The reactants are O1CCCC1.[CH3:6][N:7]1[C@@H:11]([CH3:12])[C@@H:10]([C:13]2[CH:18]=[CH:17][CH:16]=[CH:15][CH:14]=2)[N:9]([C:19](=[O:36])[CH2:20][CH2:21][CH2:22][C:23]([F:35])([F:34])[C:24]([F:33])([F:32])[C:25]([F:31])([F:30])[C:26]([F:29])([F:28])[F:27])[C:8]1=[O:37].C[Si]([N-][Si](C)(C)C)(C)C.[Li+].Br[CH2:49][CH2:50][CH2:51][CH2:52][CH2:53][CH2:54][CH:55]=[CH2:56]. The catalyst is CN(P(N(C)C)(N(C)C)=O)C. The product is [CH3:6][N:7]1[C@@H:11]([CH3:12])[CH:10]([C:13]2[CH:18]=[CH:17][CH:16]=[CH:15][CH:14]=2)[N:9]([C:19](=[O:36])[C@@H:20]([CH2:21][CH2:22][C:23]([F:35])([F:34])[C:24]([F:33])([F:32])[C:25]([F:30])([F:31])[C:26]([F:27])([F:28])[F:29])[CH2:56][CH2:55][CH2:54][CH2:53][CH2:52][CH2:51][CH:50]=[CH2:49])[C:8]1=[O:37]. The yield is 0.930. (4) The reactants are Br[C:2]1[CH:3]=[C:4]([NH2:17])[C:5]([N:8]([CH2:13][CH:14]([CH3:16])[CH3:15])[CH2:9][CH:10]([CH3:12])[CH3:11])=[CH:6][CH:7]=1.[CH3:18][C:19]1([CH3:33])[CH2:24][O:23][B:22]([B:22]2[O:23][CH2:24][C:19]([CH3:33])([CH3:18])[CH2:20][O:21]2)[O:21][CH2:20]1.C([O-])(=O)C.[K+]. The catalyst is CS(C)=O. The product is [CH3:18][C:19]1([CH3:33])[CH2:24][O:23][B:22]([C:2]2[CH:3]=[C:4]([NH2:17])[C:5]([N:8]([CH2:13][CH:14]([CH3:16])[CH3:15])[CH2:9][CH:10]([CH3:12])[CH3:11])=[CH:6][CH:7]=2)[O:21][CH2:20]1. The yield is 0.780. (5) The reactants are Br[C:2]1[CH:3]=[C:4]2[C:15]3([CH2:19][O:18][C:17]([NH2:20])=[N:16]3)[C:14]3[C:9](=[CH:10][CH:11]=[C:12](I)[CH:13]=3)[O:8][C:5]2=[N:6][CH:7]=1.[CH2:22]1COC[CH2:23]1.[CH3:27][C:28]([OH:32])([C:30]#[CH:31])[CH3:29].C(N[CH:37]([CH3:39])[CH3:38])(C)C.[OH2:40]. The catalyst is C1C=CC([P]([Pd]([P](C2C=CC=CC=2)(C2C=CC=CC=2)C2C=CC=CC=2)([P](C2C=CC=CC=2)(C2C=CC=CC=2)C2C=CC=CC=2)[P](C2C=CC=CC=2)(C2C=CC=CC=2)C2C=CC=CC=2)(C2C=CC=CC=2)C2C=CC=CC=2)=CC=1.[Cu](I)I.C(OCC)(=O)C. The product is [NH2:20][C:17]1[O:18][CH2:19][C:15]2([C:4]3[C:5](=[N:6][CH:7]=[C:2]([C:31]#[C:30][C:28]([CH3:29])([OH:32])[CH3:27])[CH:3]=3)[O:8][C:9]3[C:14]2=[CH:13][C:12]([C:22]#[C:23][C:37]([CH3:38])([OH:40])[CH3:39])=[CH:11][CH:10]=3)[N:16]=1. The yield is 0.132. (6) The reactants are [F:1][C:2]1[CH:3]=[C:4]([C:9]2[O:13][N:12]=[CH:11][C:10]=2[CH2:14][CH2:15][C:16](OC)=[O:17])[CH:5]=[CH:6][C:7]=1[F:8].[H-].C([Al+]CC(C)C)C(C)C.Cl. The catalyst is O1CCCC1. The product is [F:1][C:2]1[CH:3]=[C:4]([C:9]2[O:13][N:12]=[CH:11][C:10]=2[CH2:14][CH2:15][CH2:16][OH:17])[CH:5]=[CH:6][C:7]=1[F:8]. The yield is 0.950. (7) The reactants are C(OC(=O)[NH:7][CH2:8][C:9]1[CH:14]=[CH:13][C:12]([CH2:15][N:16]2[C:25]([C:26](=[O:28])[CH3:27])=[C:24]([C:29]3[CH:34]=[CH:33][CH:32]=[CH:31][CH:30]=3)[C:23]3[C:18](=[CH:19][CH:20]=[C:21]([Br:35])[CH:22]=3)[C:17]2=[O:36])=[CH:11][CH:10]=1)(C)(C)C.C(OC(=O)C)C.[ClH:44]. No catalyst specified. The product is [ClH:44].[C:26]([C:25]1[N:16]([CH2:15][C:12]2[CH:11]=[CH:10][C:9]([CH2:8][NH2:7])=[CH:14][CH:13]=2)[C:17](=[O:36])[C:18]2[C:23]([C:24]=1[C:29]1[CH:30]=[CH:31][CH:32]=[CH:33][CH:34]=1)=[CH:22][C:21]([Br:35])=[CH:20][CH:19]=2)(=[O:28])[CH3:27]. The yield is 0.820.